This data is from Full USPTO retrosynthesis dataset with 1.9M reactions from patents (1976-2016). The task is: Predict the reactants needed to synthesize the given product. (1) Given the product [Cl:11][C:12]1[C:17]([C:18]([F:19])([F:20])[F:21])=[CH:16][CH:15]=[CH:14][C:13]=1[O:5][CH:6]([CH2:9][CH3:10])[C:7]#[N:8], predict the reactants needed to synthesize it. The reactants are: CS([O:5][CH:6]([CH2:9][CH3:10])[C:7]#[N:8])(=O)=O.[Cl:11][C:12]1[C:17]([C:18]([F:21])([F:20])[F:19])=[CH:16][CH:15]=[CH:14][C:13]=1O.C(=O)([O-])[O-].[K+].[K+].C(OC)(C)(C)C. (2) Given the product [CH2:5]1[CH2:4][CH2:3][CH:2]=[CH:1]1.[CH3:32][N:33]([CH3:39])[C@H:34]1[CH2:38][CH2:37][N:36]([C:14]2[C:13]([C:16]3[CH:17]=[CH:18][CH:19]=[CH:20][CH:21]=3)=[C:12]([CH3:22])[C:11]([C:23]#[N:24])=[C:9]3[C:8]=2[O:7][CH:6]=[N:10]3)[CH2:35]1, predict the reactants needed to synthesize it. The reactants are: [CH:1]1([C:6]2[O:7][C:8]3[C:9](=[C:11]([C:23]#[N:24])[C:12]([CH3:22])=[C:13]([C:16]4[CH:21]=[CH:20][CH:19]=[CH:18][CH:17]=4)[C:14]=3F)[N:10]=2)[CH2:5][CH2:4][CH2:3][CH2:2]1.C(N(CC)CC)C.[CH3:32][N:33]([CH3:39])[C@H:34]1[CH2:38][CH2:37][NH:36][CH2:35]1. (3) Given the product [F:51][C:47]1[CH:46]=[C:45]([NH:44][C:42](=[O:43])[CH2:41][C:39]2[NH:38][N:37]=[C:36]([NH:35][C:29]3[C:28]4[C:33](=[CH:34][C:25]([O:24][CH2:23][CH2:22][CH2:21][N:16]([CH2:15][CH2:14][OH:13])[CH2:17][CH:18]([CH3:20])[CH3:19])=[C:26]([O:52][CH3:53])[CH:27]=4)[N:32]=[CH:31][N:30]=3)[CH:40]=2)[CH:50]=[CH:49][CH:48]=1, predict the reactants needed to synthesize it. The reactants are: P([O:13][CH2:14][CH2:15][N:16]([CH2:21][CH2:22][CH2:23][O:24][C:25]1[CH:34]=[C:33]2[C:28]([C:29]([NH:35][C:36]3[CH:40]=[C:39]([CH2:41][C:42]([NH:44][C:45]4[CH:50]=[CH:49][CH:48]=[C:47]([F:51])[CH:46]=4)=[O:43])[NH:38][N:37]=3)=[N:30][CH:31]=[N:32]2)=[CH:27][C:26]=1[O:52][CH3:53])[CH2:17][CH:18]([CH3:20])[CH3:19])(OC(C)(C)C)(OC(C)(C)C)=O.C(NCCO)C(C)C. (4) Given the product [CH2:32]([O:34][C:35](=[O:39])[CH2:36][N:37]([CH3:38])[C:25](=[O:26])[C:24]1[CH:28]=[CH:29][CH:30]=[C:22]([CH2:21][N:3]2[C:4]3[C:9](=[CH:8][C:7]([C:11]([OH:20])([C:12]([F:14])([F:13])[F:15])[C:16]([F:19])([F:18])[F:17])=[CH:6][CH:5]=3)[CH:10]=[C:2]2[CH3:1])[CH:23]=1)[CH3:33], predict the reactants needed to synthesize it. The reactants are: [CH3:1][C:2]1[N:3]([CH2:21][C:22]2[CH:23]=[C:24]([CH:28]=[CH:29][CH:30]=2)[C:25](O)=[O:26])[C:4]2[C:9]([CH:10]=1)=[CH:8][C:7]([C:11]([OH:20])([C:16]([F:19])([F:18])[F:17])[C:12]([F:15])([F:14])[F:13])=[CH:6][CH:5]=2.Cl.[CH2:32]([O:34][C:35](=[O:39])[CH2:36][NH:37][CH3:38])[CH3:33]. (5) Given the product [Cl:21][C:7]1[N:6]=[C:5]2[NH:9][CH:10]=[CH:11][C:4]2=[CH:3][C:2]=1[F:1], predict the reactants needed to synthesize it. The reactants are: [F:1][C:2]1[CH:3]=[C:4]2[CH:11]=[CH:10][NH:9][C:5]2=[N+:6]([O-])[CH:7]=1.C[Si](C)(C)N[Si](C)(C)C.[Cl:21]C(OC)=O.[OH-].[Na+].Cl. (6) The reactants are: [CH:1]1([C:4]2[N:8]([C:9]3[CH:14]=[CH:13][CH:12]=[C:11]([O:15][C:16]([F:19])([F:18])[F:17])[CH:10]=3)[N:7]=[C:6]([C:20]3[CH:25]=[CH:24][N:23]=[CH:22][CH:21]=3)[C:5]=2[C:26]([OH:28])=O)[CH2:3][CH2:2]1.[N:29]1([CH:34]2[CH2:39][CH2:38][NH:37][CH2:36][CH2:35]2)[CH2:33][CH2:32][CH2:31][CH2:30]1. Given the product [CH:1]1([C:4]2[N:8]([C:9]3[CH:14]=[CH:13][CH:12]=[C:11]([O:15][C:16]([F:18])([F:17])[F:19])[CH:10]=3)[N:7]=[C:6]([C:20]3[CH:21]=[CH:22][N:23]=[CH:24][CH:25]=3)[C:5]=2[C:26]([N:37]2[CH2:38][CH2:39][CH:34]([N:29]3[CH2:33][CH2:32][CH2:31][CH2:30]3)[CH2:35][CH2:36]2)=[O:28])[CH2:2][CH2:3]1, predict the reactants needed to synthesize it. (7) Given the product [NH:11]1[C:15]2[CH:16]=[CH:17][CH:18]=[CH:19][C:14]=2[N:13]=[C:12]1[C@H:8]([NH:9][C:10]([NH:32][CH2:31][C:26]1[CH:27]=[CH:28][CH:29]=[CH:30][C:25]=1[O:24][CH3:23])=[O:20])[CH2:7][C:6]1[CH:21]=[CH:22][C:3]([O:2][CH3:1])=[CH:4][CH:5]=1, predict the reactants needed to synthesize it. The reactants are: [CH3:1][O:2][C:3]1[CH:22]=[CH:21][C:6]([CH2:7][C@@H:8]2[C:12]3=[N:13][C:14]4[CH:19]=[CH:18][CH:17]=[CH:16][C:15]=4[N:11]3[C:10](=[O:20])[NH:9]2)=[CH:5][CH:4]=1.[CH3:23][O:24][C:25]1[CH:30]=[CH:29][CH:28]=[CH:27][C:26]=1[CH2:31][NH2:32].C(O)(C(F)(F)F)=O. (8) The reactants are: FC(F)(F)S(O[C:7]1[C:12]([CH3:13])=[CH:11][C:10]([C:14]#[N:15])=[CH:9][C:8]=1[CH3:16])(=O)=O.[CH:19]([C:21]1[CH:22]=[C:23](B(O)O)[CH:24]=[CH:25][CH:26]=1)=[O:20].C1(P(C2CCCCC2)C2C=CC=CC=2C2C(OC)=CC=CC=2OC)CCCCC1.P([O-])([O-])([O-])=O.[K+].[K+].[K+]. Given the product [CH:19]([C:21]1[CH:26]=[C:25]([C:7]2[C:12]([CH3:13])=[CH:11][C:10]([C:14]#[N:15])=[CH:9][C:8]=2[CH3:16])[CH:24]=[CH:23][CH:22]=1)=[O:20], predict the reactants needed to synthesize it. (9) The reactants are: Cl[C:2]1[C:9]([N+:10]([O-:12])=[O:11])=[C:8]([CH3:13])[C:5]([C:6]#[N:7])=[C:4]([CH3:14])[N:3]=1.[NH2:15][C:16]1[CH:21]=[CH:20][C:19]([CH2:22][CH2:23][OH:24])=[CH:18][CH:17]=1. Given the product [OH:24][CH2:23][CH2:22][C:19]1[CH:20]=[CH:21][C:16]([NH:15][C:2]2[C:9]([N+:10]([O-:12])=[O:11])=[C:8]([CH3:13])[C:5]([C:6]#[N:7])=[C:4]([CH3:14])[N:3]=2)=[CH:17][CH:18]=1, predict the reactants needed to synthesize it.